Dataset: Reaction yield outcomes from USPTO patents with 853,638 reactions. Task: Predict the reaction yield, written as a fraction of the theoretical maximum amount of product (1.0 means a 100% yield; for example, 0.34 means a 34% yield). (1) The reactants are [CH2:1]([N:8](C)[C:9]1([C:20]([NH:22][CH3:23])=[O:21])[CH2:12][N:11]([C:13]([O:15][C:16]([CH3:19])([CH3:18])[CH3:17])=[O:14])[CH2:10]1)C1C=CC=CC=1.[H][H]. The catalyst is [Pd].C(OCC)(=O)C.C(O)C.Cl.ClCCl. The product is [CH3:1][NH:8][C:9]1([C:20]([NH:22][CH3:23])=[O:21])[CH2:10][N:11]([C:13]([O:15][C:16]([CH3:19])([CH3:18])[CH3:17])=[O:14])[CH2:12]1. The yield is 0.930. (2) The reactants are [CH3:1][O:2][C:3]1[CH:4]=[C:5]2[C:10](=[CH:11][C:12]=1[O:13][CH3:14])[N:9]=[CH:8][N:7]=[C:6]2[O:15][C:16]1[CH:22]=[CH:21][C:19]([NH2:20])=[C:18]([N+:23]([O-:25])=[O:24])[CH:17]=1.C(N(CC)CC)C.ClC(Cl)(O[C:37](=[O:43])OC(Cl)(Cl)Cl)Cl.[CH2:45]([N:47]([CH2:51][CH3:52])[CH2:48][CH2:49][NH2:50])[CH3:46]. The catalyst is C(Cl)(Cl)Cl.O. The product is [CH2:45]([N:47]([CH2:51][CH3:52])[CH2:48][CH2:49][NH:50][C:37]([NH:20][C:19]1[CH:21]=[CH:22][C:16]([O:15][C:6]2[C:5]3[C:10](=[CH:11][C:12]([O:13][CH3:14])=[C:3]([O:2][CH3:1])[CH:4]=3)[N:9]=[CH:8][N:7]=2)=[CH:17][C:18]=1[N+:23]([O-:25])=[O:24])=[O:43])[CH3:46]. The yield is 0.760.